Predict the product of the given reaction. From a dataset of Forward reaction prediction with 1.9M reactions from USPTO patents (1976-2016). The product is: [CH3:19][C:17]1([CH3:20])[O:16][C@H:15]2[C@H:11]([NH:10][C:9]3[N:4]4[N:3]=[C:2]([B:24]5[O:28][C:27]([CH3:30])([CH3:29])[C:26]([CH3:32])([CH3:31])[O:25]5)[CH:23]=[C:5]4[N:6]=[CH:7][CH:8]=3)[CH2:12][C@H:13]([CH2:21][OH:22])[C@H:14]2[O:18]1. Given the reactants Br[C:2]1[CH:23]=[C:5]2[N:6]=[CH:7][CH:8]=[C:9]([NH:10][C@H:11]3[C@@H:15]4[O:16][C:17]([CH3:20])([CH3:19])[O:18][C@@H:14]4[C@@H:13]([CH2:21][OH:22])[CH2:12]3)[N:4]2[N:3]=1.[B:24]1([B:24]2[O:28][C:27]([CH3:30])([CH3:29])[C:26]([CH3:32])([CH3:31])[O:25]2)[O:28][C:27]([CH3:30])([CH3:29])[C:26]([CH3:32])([CH3:31])[O:25]1.C([O-])(=O)C.[K+], predict the reaction product.